From a dataset of Forward reaction prediction with 1.9M reactions from USPTO patents (1976-2016). Predict the product of the given reaction. Given the reactants [F:1][C:2]1[CH:3]=[CH:4][C:5]([CH3:16])=[C:6]([C:8]2[CH:13]=[CH:12][N:11]=[CH:10][C:9]=2[NH:14][CH3:15])[CH:7]=1.[CH3:17][S:18]([C:21]1[CH:22]=[C:23]([CH:27]=[C:28]([C:30]([F:33])([F:32])[F:31])[CH:29]=1)[C:24]([OH:26])=O)(=[O:20])=[O:19], predict the reaction product. The product is: [F:1][C:2]1[CH:3]=[CH:4][C:5]([CH3:16])=[C:6]([C:8]2[CH:13]=[CH:12][N:11]=[CH:10][C:9]=2[N:14]([CH3:15])[C:24](=[O:26])[C:23]2[CH:27]=[C:28]([C:30]([F:33])([F:32])[F:31])[CH:29]=[C:21]([S:18]([CH3:17])(=[O:19])=[O:20])[CH:22]=2)[CH:7]=1.